This data is from Forward reaction prediction with 1.9M reactions from USPTO patents (1976-2016). The task is: Predict the product of the given reaction. Given the reactants [C:1]1([N:7]2[CH:11]=[C:10]([C:12]3[CH2:13][CH2:14][NH:15][CH2:16][CH:17]=3)[N:9]=[N:8]2)[CH:6]=[CH:5][CH:4]=[CH:3][CH:2]=1.C(Cl)(Cl)Cl.[C:22]([N:26]=[C:27]=[O:28])([CH3:25])([CH3:24])[CH3:23], predict the reaction product. The product is: [C:22]([NH:26][C:27]([N:15]1[CH2:14][CH:13]=[C:12]([C:10]2[N:9]=[N:8][N:7]([C:1]3[CH:2]=[CH:3][CH:4]=[CH:5][CH:6]=3)[CH:11]=2)[CH2:17][CH2:16]1)=[O:28])([CH3:25])([CH3:24])[CH3:23].